Dataset: Catalyst prediction with 721,799 reactions and 888 catalyst types from USPTO. Task: Predict which catalyst facilitates the given reaction. (1) Reactant: [NH:1]1[CH2:6][CH2:5][NH:4][CH2:3][C:2]1=[O:7].[CH3:8][N:9]([CH2:52][CH:53]=O)[C:10](=[O:51])[C:11]1[CH:50]=[CH:49][CH:48]=[C:13]([C:14]([NH:16][C:17]2[CH:22]=[CH:21][C:20]([N:23]3[CH2:28][CH2:27][CH2:26][CH2:25][CH2:24]3)=[CH:19][C:18]=2[C:29]2[CH:34]=[C:33]([C:35](=[O:47])[NH:36][C@@H:37]3[C:46]4[C:41](=[CH:42][CH:43]=[CH:44][CH:45]=4)[CH2:40][CH2:39][CH2:38]3)[CH:32]=[CH:31][N:30]=2)=[O:15])[CH:12]=1.C(O)(=O)C.[BH3-]C#N.[Na+]. The catalyst class is: 8. Product: [CH3:8][N:9]([CH2:52][CH2:53][N:4]1[CH2:5][CH2:6][NH:1][C:2](=[O:7])[CH2:3]1)[C:10](=[O:51])[C:11]1[CH:50]=[CH:49][CH:48]=[C:13]([C:14]([NH:16][C:17]2[CH:22]=[CH:21][C:20]([N:23]3[CH2:24][CH2:25][CH2:26][CH2:27][CH2:28]3)=[CH:19][C:18]=2[C:29]2[CH:34]=[C:33]([C:35](=[O:47])[NH:36][C@@H:37]3[C:46]4[C:41](=[CH:42][CH:43]=[CH:44][CH:45]=4)[CH2:40][CH2:39][CH2:38]3)[CH:32]=[CH:31][N:30]=2)=[O:15])[CH:12]=1. (2) Reactant: [C:1]([N:5]1[CH2:26][CH2:25][CH2:24][CH2:23][C:8]2[CH:9]=[C:10]3[C:19]4[CH:18]=[C:17]([Br:20])[C:16]([O:21][CH3:22])=[CH:15][C:14]=4[CH2:13][CH2:12][N:11]3[C:7]=2[C:6]1=[O:27])([CH3:4])([CH3:3])[CH3:2].C1C(=O)N([Br:35])C(=O)C1. Product: [C:1]([N:5]1[CH2:26][CH2:25][CH2:24][CH2:23][C:8]2[C:9]([Br:35])=[C:10]3[C:19]4[CH:18]=[C:17]([Br:20])[C:16]([O:21][CH3:22])=[CH:15][C:14]=4[CH2:13][CH2:12][N:11]3[C:7]=2[C:6]1=[O:27])([CH3:4])([CH3:2])[CH3:3]. The catalyst class is: 18. (3) Reactant: [F:1][C:2]1[CH:7]=[CH:6][C:5]([CH:8]([CH:10]2[CH2:15][CH2:14][N:13]([CH3:16])[CH2:12][CH2:11]2)O)=[CH:4][CH:3]=1.S(Cl)([Cl:19])=O.[OH-].[Na+]. Product: [Cl:19][CH:8]([C:5]1[CH:6]=[CH:7][C:2]([F:1])=[CH:3][CH:4]=1)[CH:10]1[CH2:15][CH2:14][N:13]([CH3:16])[CH2:12][CH2:11]1. The catalyst class is: 11. (4) Reactant: [CH3:1][N:2]1[C:7](=[O:8])[C:6]([NH:9][C:10]2[CH:22]=[C:13]3[CH2:14][N:15]([CH:18]4[CH2:21][O:20][CH2:19]4)[CH2:16][CH2:17][N:12]3[N:11]=2)=[CH:5][C:4](B(O)O)=[CH:3]1.[C:26]([O:29][CH2:30][C:31]1[C:36]([N:37]2[CH2:49][CH2:48][N:40]3[C:41]4[CH2:42][CH2:43][CH2:44][CH2:45][C:46]=4[CH:47]=[C:39]3[C:38]2=[O:50])=[CH:35][C:34]([F:51])=[CH:33][C:32]=1Br)(=[O:28])[CH3:27].C([O-])([O-])=O.[Na+].[Na+].O. The catalyst class is: 438. Product: [C:26]([O:29][CH2:30][C:31]1[C:36]([N:37]2[CH2:49][CH2:48][N:40]3[C:41]4[CH2:42][CH2:43][CH2:44][CH2:45][C:46]=4[CH:47]=[C:39]3[C:38]2=[O:50])=[CH:35][C:34]([F:51])=[CH:33][C:32]=1[C:4]1[CH:5]=[C:6]([NH:9][C:10]2[CH:22]=[C:13]3[CH2:14][N:15]([CH:18]4[CH2:21][O:20][CH2:19]4)[CH2:16][CH2:17][N:12]3[N:11]=2)[C:7](=[O:8])[N:2]([CH3:1])[CH:3]=1)(=[O:28])[CH3:27]. (5) Reactant: Br[CH2:2][CH:3]1[O:8][C:7]2[CH:9]=[CH:10][CH:11]=[CH:12][C:6]=2[O:5][CH2:4]1.[NH:13]1[CH2:18][CH2:17][CH2:16][CH:15]([C:19]([NH2:21])=[O:20])[CH2:14]1.C([O-])([O-])=O.[K+].[K+].O. The catalyst class is: 10. Product: [O:8]1[C:7]2[CH:9]=[CH:10][CH:11]=[CH:12][C:6]=2[O:5][CH2:4][CH:3]1[CH2:2][N:13]1[CH2:18][CH2:17][CH2:16][CH:15]([C:19]([NH2:21])=[O:20])[CH2:14]1. (6) Reactant: [C:1]([NH:5][C:6]([C:8]1[S:25][C:11]2[N:12]=[C:13]([S:23][CH3:24])[N:14]=[C:15]([C:16]3[CH:21]=[CH:20][CH:19]=[C:18]([OH:22])[CH:17]=3)[C:10]=2[C:9]=1[NH2:26])=[O:7])([CH3:4])([CH3:3])[CH3:2].CCN(C(C)C)C(C)C.Cl[C:37]([O:39][CH3:40])=[O:38]. Product: [C:1]([NH:5][C:6]([C:8]1[S:25][C:11]2[N:12]=[C:13]([S:23][CH3:24])[N:14]=[C:15]([C:16]3[CH:21]=[CH:20][CH:19]=[C:18]([O:22][C:37]([O:39][CH3:40])=[O:38])[CH:17]=3)[C:10]=2[C:9]=1[NH2:26])=[O:7])([CH3:4])([CH3:2])[CH3:3]. The catalyst class is: 2.